From a dataset of CYP2C19 inhibition data for predicting drug metabolism from PubChem BioAssay. Regression/Classification. Given a drug SMILES string, predict its absorption, distribution, metabolism, or excretion properties. Task type varies by dataset: regression for continuous measurements (e.g., permeability, clearance, half-life) or binary classification for categorical outcomes (e.g., BBB penetration, CYP inhibition). Dataset: cyp2c19_veith. The drug is COc1ccc(-c2nc3cnc(OCc4ccccc4)nc3n(CCC#N)c2=O)cc1. The result is 0 (non-inhibitor).